This data is from Forward reaction prediction with 1.9M reactions from USPTO patents (1976-2016). The task is: Predict the product of the given reaction. (1) Given the reactants [H-].C([Al+]CC(C)C)C(C)C.C1(C)C=CC=CC=1.[CH3:18][C:19](=[N:30][O:31][C:32]1[CH:37]=[CH:36][CH:35]=[CH:34][C:33]=1[C:38](=[N:43][O:44][CH3:45])[C:39](OC)=[O:40])[C:20]1[CH:25]=[CH:24][CH:23]=[C:22]([C:26]([F:29])([F:28])[F:27])[CH:21]=1.ClCCl, predict the reaction product. The product is: [CH3:18][C:19](=[N:30][O:31][C:32]1[CH:37]=[CH:36][CH:35]=[CH:34][C:33]=1[C:38](=[N:43][O:44][CH3:45])[CH:39]=[O:40])[C:20]1[CH:25]=[CH:24][CH:23]=[C:22]([C:26]([F:28])([F:29])[F:27])[CH:21]=1. (2) The product is: [C:1]([CH:3]1[CH2:12][CH2:11][CH2:10][C:9]2[CH:8]=[C:7]([NH:13][S:14]([C:17]3[CH:22]=[CH:21][CH:20]=[CH:19][CH:18]=3)(=[O:15])=[O:16])[CH:6]=[CH:5][C:4]1=2)#[N:2]. Given the reactants [C:1]([C:3]1[C:4]2[CH:5]=[CH:6][C:7]([NH:13][S:14]([C:17]3[CH:22]=[CH:21][CH:20]=[CH:19][CH:18]=3)(=[O:16])=[O:15])=[CH:8][C:9]=2[CH2:10][CH2:11][CH:12]=1)#[N:2].CCO.[H][H], predict the reaction product.